The task is: Predict the reactants needed to synthesize the given product.. This data is from Full USPTO retrosynthesis dataset with 1.9M reactions from patents (1976-2016). (1) Given the product [C:41]([O:45][C:46]([N:48]1[CH2:53][CH2:52][N:51]([C:54]([C:56]2[CH:61]=[CH:60][C:59]([N:27]3[C:17]4[N:18]=[C:19]([N:21]5[CH2:26][CH2:25][O:24][CH2:23][CH2:22]5)[N:20]=[C:15]([C:12]5[CH:11]=[N:10][C:9]([N:8]([CH2:7][C:6]6[CH:5]=[CH:4][C:3]([O:2][CH3:1])=[CH:40][CH:39]=6)[CH2:30][C:31]6[CH:32]=[CH:33][C:34]([O:37][CH3:38])=[CH:35][CH:36]=6)=[N:14][CH:13]=5)[C:16]=4[CH2:29][CH2:28]3)=[CH:58][N:57]=2)=[O:55])[CH2:50][CH2:49]1)=[O:47])([CH3:44])([CH3:42])[CH3:43], predict the reactants needed to synthesize it. The reactants are: [CH3:1][O:2][C:3]1[CH:40]=[CH:39][C:6]([CH2:7][N:8]([CH2:30][C:31]2[CH:36]=[CH:35][C:34]([O:37][CH3:38])=[CH:33][CH:32]=2)[C:9]2[N:14]=[CH:13][C:12]([C:15]3[C:16]4[CH2:29][CH2:28][NH:27][C:17]=4[N:18]=[C:19]([N:21]4[CH2:26][CH2:25][O:24][CH2:23][CH2:22]4)[N:20]=3)=[CH:11][N:10]=2)=[CH:5][CH:4]=1.[C:41]([O:45][C:46]([N:48]1[CH2:53][CH2:52][N:51]([C:54]([C:56]2[CH:61]=[CH:60][C:59](Br)=[CH:58][N:57]=2)=[O:55])[CH2:50][CH2:49]1)=[O:47])([CH3:44])([CH3:43])[CH3:42].COC(=O)C1C=CC(Br)=CC=1. (2) The reactants are: [NH2:1][C:2]1[CH:3]=[C:4]([CH3:9])[C:5]([OH:8])=[CH:6][CH:7]=1.[C:10]([OH:18])(=[O:17])[C:11]([CH2:13][C:14](O)=[O:15])=[CH2:12]. Given the product [OH:8][C:5]1[CH:6]=[CH:7][C:2]([N:1]2[C:14](=[O:15])[CH2:13][CH:11]([C:10]([OH:18])=[O:17])[CH2:12]2)=[CH:3][C:4]=1[CH3:9], predict the reactants needed to synthesize it. (3) Given the product [OH:32][C@@H:25]([CH3:24])[C:26]([NH:1][C:2]1[S:3][C:4]([S:10]([C:13]2[CH:14]=[CH:15][C:16]([O:19][C:20]([F:23])([F:21])[F:22])=[CH:17][CH:18]=2)(=[O:11])=[O:12])=[CH:5][C:6]=1[C:7]([NH2:9])=[O:8])=[O:27], predict the reactants needed to synthesize it. The reactants are: [NH2:1][C:2]1[S:3][C:4]([S:10]([C:13]2[CH:18]=[CH:17][C:16]([O:19][C:20]([F:23])([F:22])[F:21])=[CH:15][CH:14]=2)(=[O:12])=[O:11])=[CH:5][C:6]=1[C:7]([NH2:9])=[O:8].[CH3:24][C@@H:25]1[O:32][C:26](=[O:27])[C@H:25]([CH3:24])[O:32][C:26]1=[O:27].C([O-])([O-])=O.[K+].[K+]. (4) Given the product [Cl:11][C:9]1[CH:8]=[C:7]([C:12]2([C:30]([F:32])([F:31])[F:33])[O:16][N:15]=[C:14]([C:17]3[S:29][C:20]4=[N:21][CH:22]=[C:23]([C:25]([OH:27])=[O:26])[CH:24]=[C:19]4[CH:18]=3)[CH2:13]2)[CH:6]=[C:5]([Cl:4])[CH:10]=1, predict the reactants needed to synthesize it. The reactants are: O[Li].O.[Cl:4][C:5]1[CH:6]=[C:7]([C:12]2([C:30]([F:33])([F:32])[F:31])[O:16][N:15]=[C:14]([C:17]3[S:29][C:20]4=[N:21][CH:22]=[C:23]([C:25]([O:27]C)=[O:26])[CH:24]=[C:19]4[CH:18]=3)[CH2:13]2)[CH:8]=[C:9]([Cl:11])[CH:10]=1.Cl. (5) The reactants are: [Cl:1][C:2]1[CH:8]=[CH:7][C:5]([NH2:6])=[CH:4][CH:3]=1.[CH3:9][N:10]1[CH:14]=[C:13]2[C:15](=[O:19])[O:16][C:17](=[O:18])[C:12]2=[CH:11]1. Given the product [Cl:1][C:2]1[CH:8]=[CH:7][C:5]([NH:6][C:15]([C:13]2[C:12]([C:17]([OH:18])=[O:16])=[CH:11][N:10]([CH3:9])[CH:14]=2)=[O:19])=[CH:4][CH:3]=1, predict the reactants needed to synthesize it.